This data is from Forward reaction prediction with 1.9M reactions from USPTO patents (1976-2016). The task is: Predict the product of the given reaction. (1) Given the reactants [CH2:1]([O:8][C:9]1[CH:14]=[CH:13][C:12]([CH2:15][CH2:16][NH:17][C:18](=[O:29])[C:19]([C:22]2[CH:27]=[CH:26][C:25]([CH3:28])=[CH:24][CH:23]=2)=[CH:20][OH:21])=[CH:11][C:10]=1[O:30][CH3:31])[C:2]1[CH:7]=[CH:6][CH:5]=[CH:4][CH:3]=1.[OH-].[K+].Cl[CH:35]([F:37])[F:36].Cl, predict the reaction product. The product is: [CH2:1]([O:8][C:9]1[CH:14]=[CH:13][C:12]([CH2:15][CH2:16][NH:17][C:18](=[O:29])[C:19]([C:22]2[CH:23]=[CH:24][C:25]([CH3:28])=[CH:26][CH:27]=2)=[CH:20][O:21][CH:35]([F:37])[F:36])=[CH:11][C:10]=1[O:30][CH3:31])[C:2]1[CH:3]=[CH:4][CH:5]=[CH:6][CH:7]=1. (2) Given the reactants C(OC([NH:8][CH:9]1[CH2:14][CH2:13][N:12]([C:15]2[N:20]=[C:19]([C:21]3[C:29]4[C:24](=[CH:25][CH:26]=[C:27]([N+:30]([O-:32])=[O:31])[CH:28]=4)[N:23](C(OC(C)(C)C)=O)[CH:22]=3)[CH:18]=[N:17][CH:16]=2)[CH2:11][CH2:10]1)=O)(C)(C)C.CO.Cl, predict the reaction product. The product is: [N+:30]([C:27]1[CH:28]=[C:29]2[C:24](=[CH:25][CH:26]=1)[NH:23][CH:22]=[C:21]2[C:19]1[N:20]=[C:15]([N:12]2[CH2:11][CH2:10][CH:9]([NH2:8])[CH2:14][CH2:13]2)[CH:16]=[N:17][CH:18]=1)([O-:32])=[O:31]. (3) Given the reactants Br[C:2]1[O:6][C:5]([C:7]([N:9]2[CH2:14][CH2:13][N:12]([CH3:15])[CH2:11][CH2:10]2)=[O:8])=[CH:4][CH:3]=1.[C:16]1(B(O)O)[CH:21]=[CH:20][C:19](B(O)O)=[CH:18][CH:17]=1, predict the reaction product. The product is: [CH3:15][N:12]1[CH2:13][CH2:14][N:9]([C:7]([C:5]2[O:6][C:2]([C:16]3[CH:21]=[CH:20][C:19]([C:2]4[O:6][C:5]([C:7]([N:9]5[CH2:10][CH2:11][N:12]([CH3:15])[CH2:13][CH2:14]5)=[O:8])=[CH:4][CH:3]=4)=[CH:18][CH:17]=3)=[CH:3][CH:4]=2)=[O:8])[CH2:10][CH2:11]1. (4) Given the reactants [OH:1][C:2]1[CH:7]=[C:6]([C:8](=[O:10])[CH3:9])[CH:5]=[C:4]([CH3:11])[N:3]=1.FC(F)(F)S(O[CH2:18][C:19]([F:22])([F:21])[F:20])(=O)=O.C(=O)([O-])[O-].[Cs+].[Cs+].C(=O)([O-])O.[Na+], predict the reaction product. The product is: [CH3:11][C:4]1[CH:5]=[C:6]([C:8](=[O:10])[CH3:9])[CH:7]=[C:2]([O:1][CH2:18][C:19]([F:22])([F:21])[F:20])[N:3]=1. (5) Given the reactants I[C:2]1[CH:8]=[CH:7][CH:6]=[CH:5][C:3]=1[NH2:4].[CH3:9][O:10][CH2:11][C:12](N)=[S:13].[O-2].[Ca+2], predict the reaction product. The product is: [CH3:9][O:10][CH2:11][C:12]1[S:13][C:2]2[CH:8]=[CH:7][CH:6]=[CH:5][C:3]=2[N:4]=1. (6) Given the reactants [NH2:1][CH:2]([C:8]#[N:9])[C:3]([O:5][CH2:6][CH3:7])=[O:4].C([O-])(O)=O.[Na+].[C:15](Cl)(=[O:22])[C:16]1[CH:21]=[CH:20][CH:19]=[CH:18][CH:17]=1, predict the reaction product. The product is: [C:15]([NH:1][CH:2]([C:8]#[N:9])[C:3]([O:5][CH2:6][CH3:7])=[O:4])(=[O:22])[C:16]1[CH:21]=[CH:20][CH:19]=[CH:18][CH:17]=1. (7) Given the reactants [C:1]1([CH2:7][CH2:8][C:9]([O:11][CH3:12])=[O:10])[CH2:6][CH2:5][CH2:4][CH2:3][CH:2]=1.[CH2:13](O)[CH:14]=C.C[O-].[Na+], predict the reaction product. The product is: [C:1]1([CH2:7][CH2:8][C:9]([O:11][CH2:12][CH:13]=[CH2:14])=[O:10])[CH2:6][CH2:5][CH2:4][CH2:3][CH:2]=1. (8) Given the reactants ClC(OCC)=O.[C:7]1([CH:13]([CH3:16])[CH2:14][NH2:15])[CH:12]=[CH:11][CH:10]=[CH:9][CH:8]=1.[OH:17][C:18]1[C:23]([O:24][CH3:25])=[C:22]([O:26][CH3:27])[N:21]([CH2:28][C:29]2[CH:34]=[CH:33][C:32]([O:35][CH3:36])=[CH:31][CH:30]=2)[C:20](=[O:37])[C:19]=1[C:38](O)=[O:39].CN1CCOCC1, predict the reaction product. The product is: [OH:17][C:18]1[C:23]([O:24][CH3:25])=[C:22]([O:26][CH3:27])[N:21]([CH2:28][C:29]2[CH:34]=[CH:33][C:32]([O:35][CH3:36])=[CH:31][CH:30]=2)[C:20](=[O:37])[C:19]=1[C:38]([NH:15][CH2:14][CH:13]([C:7]1[CH:12]=[CH:11][CH:10]=[CH:9][CH:8]=1)[CH3:16])=[O:39]. (9) The product is: [C:35]([O:39][C:40]([N:27]1[CH2:28][CH2:29][CH:24]([S:23][C:20]2[CH:21]=[CH:22][C:15]3[O:14][CH2:13][CH2:12][N:11]4[C:17](=[N:18][C:9]([C:8]5[N:4]([CH:1]([CH3:3])[CH3:2])[N:5]=[CH:6][N:7]=5)=[CH:10]4)[C:16]=3[CH:19]=2)[CH2:25][CH2:26]1)=[O:41])([CH3:38])([CH3:37])[CH3:36]. Given the reactants [CH:1]([N:4]1[C:8]([C:9]2[N:18]=[C:17]3[N:11]([CH2:12][CH2:13][O:14][C:15]4[CH:22]=[CH:21][C:20]([S:23][CH:24]5[CH2:29][CH2:28][N:27](C(C)(C)CO)[CH2:26][CH2:25]5)=[CH:19][C:16]=43)[CH:10]=2)=[N:7][CH:6]=[N:5]1)([CH3:3])[CH3:2].[C:35]([O:39][C:40](N1CCC(S)CC1)=[O:41])([CH3:38])([CH3:37])[CH3:36].CCN(C(C)C)C(C)C.BrC1C=CC2OCCN3C(=NC(C4N(C(C)C)N=CN=4)=C3)C=2C=1, predict the reaction product.